This data is from Full USPTO retrosynthesis dataset with 1.9M reactions from patents (1976-2016). The task is: Predict the reactants needed to synthesize the given product. (1) Given the product [CH2:1]([OH:10])[C@@H:2]([C@H:4]([C@@H:6]([CH2:8][OH:9])[OH:7])[OH:5])[OH:3].[O:11]=[CH:12][C@@H:13]([C@H:15]([C@@H:17]([CH2:19][OH:20])[OH:18])[OH:16])[OH:14], predict the reactants needed to synthesize it. The reactants are: [CH2:1]([OH:10])[C@@H:2]([C@H:4]([C@@H:6]([CH2:8][OH:9])[OH:7])[OH:5])[OH:3].[OH:11][CH2:12][C:13]([C@H:15]([C@@H:17]([CH2:19][OH:20])[OH:18])[OH:16])=[O:14]. (2) Given the product [OH:1][CH2:2][C@H:3]([NH:14][C:15](=[O:23])[C:16]1[CH:17]=[C:18]([C:25]#[C:24][C:26]2[CH:35]=[CH:34][CH:33]=[C:28]([C:29](=[O:30])[NH:31][CH3:32])[CH:27]=2)[CH:19]=[CH:20][CH:21]=1)[CH2:4][C:5]1[C:13]2[C:8](=[CH:9][CH:10]=[CH:11][CH:12]=2)[NH:7][CH:6]=1, predict the reactants needed to synthesize it. The reactants are: [OH:1][CH2:2][C@H:3]([NH:14][C:15](=[O:23])[C:16]1[CH:21]=[CH:20][CH:19]=[C:18](I)[CH:17]=1)[CH2:4][C:5]1[C:13]2[C:8](=[CH:9][CH:10]=[CH:11][CH:12]=2)[NH:7][CH:6]=1.[C:24]([C:26]1[CH:27]=[C:28]([CH:33]=[CH:34][CH:35]=1)[C:29]([NH:31][CH3:32])=[O:30])#[CH:25].CCCC[N+](CCCC)(CCCC)CCCC.[F-].O. (3) The reactants are: [CH2:1]([O:8][C:9]([N:11]([CH2:21][C:22]1[CH:27]=[CH:26][CH:25]=[CH:24][C:23]=1Br)[CH:12]([CH3:20])[C:13]([O:15][C:16]([CH3:19])([CH3:18])[CH3:17])=[O:14])=[O:10])[C:2]1[CH:7]=[CH:6][CH:5]=[CH:4][CH:3]=1.C1(P(C2C=CC=CC=2)C2C=CC=CC=2C2C=CC=CC=2N(C)C)C=CC=CC=1.CC(C)([O-])C.[Li+]. Given the product [CH3:20][C:12]1([C:13]([O:15][C:16]([CH3:19])([CH3:18])[CH3:17])=[O:14])[C:27]2[C:22](=[CH:23][CH:24]=[CH:25][CH:26]=2)[CH2:21][N:11]1[C:9]([O:8][CH2:1][C:2]1[CH:7]=[CH:6][CH:5]=[CH:4][CH:3]=1)=[O:10], predict the reactants needed to synthesize it. (4) Given the product [Br:1][C:2]1[C:3]([CH3:11])=[C:4]([CH2:5][OH:6])[CH:8]=[CH:9][CH:10]=1, predict the reactants needed to synthesize it. The reactants are: [Br:1][C:2]1[C:3]([CH3:11])=[C:4]([CH:8]=[CH:9][CH:10]=1)[C:5](O)=[O:6].B. (5) Given the product [Cl:38][C:35]1[CH:34]=[CH:33][C:32]([CH2:31][N:21]2[C:22]3[CH:23]=[CH:24][CH:25]=[CH:26][C:27]=3[C:28]3[N:29]([CH3:30])[C:17]([C:15]([NH:14][CH:11]4[CH2:10][CH2:9][N:8]([C:6](=[O:7])[CH2:5][OH:4])[CH2:13][CH2:12]4)=[O:16])=[C:18]([O:40][CH3:41])[C:19]=3[C:20]2=[O:39])=[CH:37][CH:36]=1, predict the reactants needed to synthesize it. The reactants are: C([O:4][CH2:5][C:6]([N:8]1[CH2:13][CH2:12][CH:11]([NH:14][C:15]([C:17]2[N:29]([CH3:30])[C:28]3[C:27]4[CH:26]=[CH:25][CH:24]=[CH:23][C:22]=4[N:21]([CH2:31][C:32]4[CH:37]=[CH:36][C:35]([Cl:38])=[CH:34][CH:33]=4)[C:20](=[O:39])[C:19]=3[C:18]=2[O:40][CH3:41])=[O:16])[CH2:10][CH2:9]1)=[O:7])(=O)C.C(=O)([O-])[O-].[K+].[K+].CO.O. (6) Given the product [C:31]([NH:1][CH2:2][C:3]1[CH:8]=[CH:7][C:6]([N:9]2[CH2:13][CH:12]([CH2:14][NH:15][C:16]([C:18]3[S:19][C:20]([Cl:23])=[CH:21][CH:22]=3)=[O:17])[O:11][C:10]2=[O:24])=[CH:5][CH:4]=1)(=[O:33])[CH3:32], predict the reactants needed to synthesize it. The reactants are: [NH2:1][CH2:2][C:3]1[CH:8]=[CH:7][C:6]([N:9]2[CH2:13][CH:12]([CH2:14][NH:15][C:16]([C:18]3[S:19][C:20]([Cl:23])=[CH:21][CH:22]=3)=[O:17])[O:11][C:10]2=[O:24])=[CH:5][CH:4]=1.N1C=CC=CC=1.[C:31](OC(=O)C)(=[O:33])[CH3:32].CCOCC. (7) The reactants are: [CH2:1]([N:8]([CH2:17][C:18]1[CH:23]=[CH:22][CH:21]=[CH:20][CH:19]=1)[C:9]1[CH:14]=[CH:13][C:12](I)=[CH:11][C:10]=1[F:16])[C:2]1[CH:7]=[CH:6][CH:5]=[CH:4][CH:3]=1.[C:24]1(=[O:30])[NH:29][CH2:28][CH2:27][CH2:26][CH2:25]1. Given the product [CH2:1]([N:8]([CH2:17][C:18]1[CH:23]=[CH:22][CH:21]=[CH:20][CH:19]=1)[C:9]1[CH:14]=[CH:13][C:12]([N:29]2[CH2:28][CH2:27][CH2:26][CH2:25][C:24]2=[O:30])=[CH:11][C:10]=1[F:16])[C:2]1[CH:7]=[CH:6][CH:5]=[CH:4][CH:3]=1, predict the reactants needed to synthesize it.